Task: Predict the product of the given reaction.. Dataset: Forward reaction prediction with 1.9M reactions from USPTO patents (1976-2016) (1) The product is: [ClH:13].[CH3:10][O:8][C:7](=[O:9])[C@@H:4]1[CH2:3][C@@H:2]([OH:1])[CH2:6][NH:5]1.[CH3:2][O:25][C:24](=[O:26])[C@@H:21]1[CH2:20][C@@H:19]([OH:18])[CH2:23][N:22]1[CH2:29][C:30]1[CH:35]=[CH:34][CH:33]=[CH:32][CH:31]=1. Given the reactants [OH:1][C@H:2]1[CH2:6][NH:5][C@H:4]([C:7]([OH:9])=[O:8])[CH2:3]1.[C:10]([Cl:13])(=O)C.Cl.CO.Cl.[OH:18][C@H:19]1[CH2:23][NH:22][C@H:21]([C:24]([OH:26])=[O:25])[CH2:20]1.[OH-].[Na+].[CH2:29](Cl)[C:30]1[CH:35]=[CH:34][CH:33]=[CH:32][CH:31]=1, predict the reaction product. (2) Given the reactants [NH2:1][C:2]1[S:3]/[C:4](=[CH:8]\[C:9]2[CH:14]=[C:13]([O:15][CH2:16][CH2:17][CH3:18])[C:12]([OH:19])=[C:11]([Cl:20])[CH:10]=2)/[C:5](=[O:7])[N:6]=1.Br.Br[CH2:23][C:24]([C:26]1[CH:31]=[CH:30][CH:29]=[CH:28][N:27]=1)=O, predict the reaction product. The product is: [Cl:20][C:11]1[CH:10]=[C:9](/[CH:8]=[C:4]2/[C:5](=[O:7])[N:6]3[CH:23]=[C:24]([C:26]4[CH:31]=[CH:30][CH:29]=[CH:28][N:27]=4)[N:1]=[C:2]3[S:3]/2)[CH:14]=[C:13]([O:15][CH2:16][CH2:17][CH3:18])[C:12]=1[OH:19]. (3) Given the reactants [F:1][C:2]1[CH:9]=[CH:8][CH:7]=[C:6]([F:10])[C:3]=1[C:4]#[N:5].[Br:11]N1C(=O)CCC1=O, predict the reaction product. The product is: [Br:11][C:7]1[C:6]([F:10])=[C:3]([C:2]([F:1])=[CH:9][CH:8]=1)[C:4]#[N:5]. (4) Given the reactants [Cl:1][C:2]1[CH:7]=[CH:6][C:5]([C@@H:8]2[CH2:12][NH:11][CH2:10][C@H:9]2[C:13]([O:15][CH3:16])=[O:14])=[CH:4][CH:3]=1.CCN(C(C)C)C(C)C.Br[C:27]1[S:28][CH:29]=[CH:30][N:31]=1, predict the reaction product. The product is: [Cl:1][C:2]1[CH:7]=[CH:6][C:5]([C@@H:8]2[CH2:12][N:11]([C:27]3[S:28][CH:29]=[CH:30][N:31]=3)[CH2:10][C@H:9]2[C:13]([O:15][CH3:16])=[O:14])=[CH:4][CH:3]=1. (5) The product is: [Cl:1][C:2]1[CH:3]=[CH:4][C:5]2[N:11]3[C:12]([C:15]([F:18])([F:17])[F:16])=[N:13][N:14]=[C:10]3[C@@H:9]([CH2:19][C:20]([OH:22])=[O:21])[S:8][C@H:7]([C:25]3[CH:30]=[CH:29][CH:28]=[C:27]([O:31][CH3:32])[C:26]=3[CH2:33][CH3:34])[C:6]=2[CH:35]=1. Given the reactants [Cl:1][C:2]1[CH:3]=[CH:4][C:5]2[N:11]3[C:12]([C:15]([F:18])([F:17])[F:16])=[N:13][N:14]=[C:10]3[C@@H:9]([CH2:19][C:20]([O:22]CC)=[O:21])[S:8][C@H:7]([C:25]3[CH:30]=[CH:29][CH:28]=[C:27]([O:31][CH3:32])[C:26]=3[CH2:33][CH3:34])[C:6]=2[CH:35]=1.Cl.C(OCC)(=O)C, predict the reaction product. (6) Given the reactants [CH:1]1([C:4](OC)=O)C[CH2:2]1.[N:8]1[O:9][N:10]=[C:11]2[C:16]([CH:17]=O)=[CH:15][CH:14]=[CH:13][C:12]=12.[NH2:19][C:20]1[CH:24]=[CH:23][NH:22][N:21]=1, predict the reaction product. The product is: [N:8]1[O:9][N:10]=[C:11]2[C:16]([CH:17]3[C:11]([C:12]#[N:8])=[C:16]([CH:4]4[CH2:1][CH2:2]4)[NH:19][C:20]4=[N:21][NH:22][CH:23]=[C:24]34)=[CH:15][CH:14]=[CH:13][C:12]=12. (7) Given the reactants [CH3:1][O:2][C:3]1[CH:8]=[C:7]([O:9][C:10]([F:13])([F:12])[F:11])[CH:6]=[CH:5][C:4]=1[C:14]1[N:19]=[C:18]2[C:20]([CH3:32])=[CH:21][N:22]([C@@H:23]([CH2:30][CH3:31])[CH2:24][O:25]S(C)(=O)=O)[C:17]2=[CH:16][C:15]=1[CH3:33].[CH:34]1([NH2:39])[CH2:38][CH2:37][CH2:36][CH2:35]1.[C:40]([O-])(O)=[O:41].[Na+], predict the reaction product. The product is: [CH3:1][O:2][C:3]1[CH:8]=[C:7]([O:9][C:10]([F:13])([F:12])[F:11])[CH:6]=[CH:5][C:4]=1[C:14]1[N:19]=[C:18]2[C:20]([CH3:32])=[CH:21][N:22]([C@@H:23]([CH2:30][CH3:31])[CH2:24][O:25][C:40](=[O:41])[NH:39][CH:34]3[CH2:38][CH2:37][CH2:36][CH2:35]3)[C:17]2=[CH:16][C:15]=1[CH3:33].